The task is: Binary Classification. Given a drug SMILES string, predict its activity (active/inactive) in a high-throughput screening assay against a specified biological target.. This data is from HIV replication inhibition screening data with 41,000+ compounds from the AIDS Antiviral Screen. (1) The molecule is CC(=O)C1C(=O)C(=O)N(c2ccccc2N2C(=O)C(=O)C(C(C)=O)C2=O)C1=O. The result is 0 (inactive). (2) The drug is COc1cccc(CC2C(=O)N=C(NC(C)=O)N2C)c1OC(C)=O. The result is 0 (inactive).